This data is from Catalyst prediction with 721,799 reactions and 888 catalyst types from USPTO. The task is: Predict which catalyst facilitates the given reaction. (1) Reactant: [O:1]1[C:5]2[CH:6]=[CH:7][C:8]([C:10](=[O:17])[CH2:11][CH2:12][CH2:13][C:14]([OH:16])=[O:15])=[CH:9][C:4]=2[CH2:3][CH2:2]1.S(=O)(=O)(O)O.[C:23](=O)([O-])O.[Na+]. Product: [O:1]1[C:5]2[CH:6]=[CH:7][C:8]([C:10](=[O:17])[CH2:11][CH2:12][CH2:13][C:14]([O:16][CH3:23])=[O:15])=[CH:9][C:4]=2[CH2:3][CH2:2]1. The catalyst class is: 5. (2) Reactant: [CH3:1][S:2]([N:5]1[CH2:10][CH2:9][N:8]([C:11]2[CH:16]=[CH:15][C:14](/[CH:17]=[CH:18]/[C:19]3[C:27]4[C:22](=[CH:23][CH:24]=[CH:25][CH:26]=4)[NH:21][N:20]=3)=[C:13]([N+:28]([O-])=O)[CH:12]=2)[CH2:7][CH2:6]1)(=[O:4])=[O:3].[Sn].Cl.[OH-].[Na+]. Product: [NH:21]1[C:22]2[C:27](=[CH:26][CH:25]=[CH:24][CH:23]=2)[C:19](/[CH:18]=[CH:17]/[C:14]2[CH:15]=[CH:16][C:11]([N:8]3[CH2:7][CH2:6][N:5]([S:2]([CH3:1])(=[O:4])=[O:3])[CH2:10][CH2:9]3)=[CH:12][C:13]=2[NH2:28])=[N:20]1. The catalyst class is: 8. (3) Reactant: [CH3:1][C:2]([F:7])([CH3:6])[C:3](O)=[O:4].O[N:9]=[C:10]([C:12]12[CH2:19][CH2:18][C:15]([C:20]3[N:24]([CH3:25])[C:23]([C:26]4[CH:31]=[CH:30][CH:29]=[CH:28][C:27]=4[C:32]([F:35])([F:34])[F:33])=[N:22][N:21]=3)([CH2:16][CH2:17]1)[CH2:14][CH2:13]2)[NH2:11]. Product: [F:7][C:2]([C:3]1[O:4][N:11]=[C:10]([C:12]23[CH2:19][CH2:18][C:15]([C:20]4[N:24]([CH3:25])[C:23]([C:26]5[CH:31]=[CH:30][CH:29]=[CH:28][C:27]=5[C:32]([F:35])([F:34])[F:33])=[N:22][N:21]=4)([CH2:16][CH2:17]2)[CH2:14][CH2:13]3)[N:9]=1)([CH3:6])[CH3:1]. The catalyst class is: 3. (4) Reactant: [F:1][C:2]1[C:11]2[O:10][CH2:9][C@H:8]3[C@@H:12](C(O)=O)[C@H:7]3[C:6]=2[C:5]([F:16])=[CH:4][CH:3]=1.C([N:19]([CH2:22]C)CC)C.[NH2:24][C:25]1[CH:29]=[C:28]([CH:30]2[CH2:32][CH2:31]2)[NH:27][N:26]=1.C1C=CC(P(N=[N+]=[N-])(C2C=CC=CC=2)=[O:40])=CC=1. Product: [F:1][C:2]1[C:11]2[O:10][CH2:9][C@H:8]3[C@@H:12]([NH:19][C:22]([NH:24][C:25]4[CH:29]=[C:28]([CH:30]5[CH2:32][CH2:31]5)[NH:27][N:26]=4)=[O:40])[C@H:7]3[C:6]=2[C:5]([F:16])=[CH:4][CH:3]=1. The catalyst class is: 11. (5) Reactant: [H-].[Al+3].[Li+].[H-].[H-].[H-].C([O:9][C:10]([C:12]1[S:16][C:15]([CH3:17])=[N:14][C:13]=1[CH3:18])=O)C.C(OCC)(=O)C.C(C(C(C([O-])=O)O)O)([O-])=O.[Na+].[K+]. Product: [CH3:17][C:15]1[S:16][C:12]([CH2:10][OH:9])=[C:13]([CH3:18])[N:14]=1. The catalyst class is: 27. (6) Reactant: [N+:1]([C:4]1[CH:5]=[N:6][N:7]([CH2:9][CH2:10][CH2:11][N:12]2[CH2:17][CH2:16][CH2:15][CH:14]([OH:18])[CH2:13]2)[CH:8]=1)([O-])=O. Product: [NH2:1][C:4]1[CH:5]=[N:6][N:7]([CH2:9][CH2:10][CH2:11][N:12]2[CH2:17][CH2:16][CH2:15][CH:14]([OH:18])[CH2:13]2)[CH:8]=1. The catalyst class is: 94. (7) Reactant: C([NH:5][S:6]([C:9]1[CH:14]=[CH:13][CH:12]=[C:11]([C:15]2[CH:20]=[C:19]([C:21]3[CH:26]=[C:25]([C:27]([F:30])([F:29])[F:28])[CH:24]=[C:23]([C:31]4[CH:36]=[CH:35][C:34]([C:37]([F:40])([F:39])[F:38])=[CH:33][CH:32]=4)[N:22]=3)[CH:18]=[CH:17][N:16]=2)[CH:10]=1)(=[O:8])=[O:7])(C)(C)C.C(O)(C(F)(F)F)=O. Product: [F:30][C:27]([F:28])([F:29])[C:25]1[CH:24]=[C:23]([C:31]2[CH:36]=[CH:35][C:34]([C:37]([F:38])([F:39])[F:40])=[CH:33][CH:32]=2)[N:22]=[C:21]([C:19]2[CH:18]=[CH:17][N:16]=[C:15]([C:11]3[CH:10]=[C:9]([S:6]([NH2:5])(=[O:8])=[O:7])[CH:14]=[CH:13][CH:12]=3)[CH:20]=2)[CH:26]=1. The catalyst class is: 4.